This data is from Forward reaction prediction with 1.9M reactions from USPTO patents (1976-2016). The task is: Predict the product of the given reaction. The product is: [N:1]([C:2]1[CH:9]=[CH:8][C:5]([C:6]#[N:7])=[C:4]([Cl:10])[C:3]=1[F:11])=[C:23]=[O:24]. Given the reactants [NH2:1][C:2]1[CH:9]=[CH:8][C:5]([C:6]#[N:7])=[C:4]([Cl:10])[C:3]=1[F:11].ClC1C(C)=C(N=[C:23]=[O:24])C=CC=1C#N, predict the reaction product.